Dataset: Catalyst prediction with 721,799 reactions and 888 catalyst types from USPTO. Task: Predict which catalyst facilitates the given reaction. Reactant: O[O:2][S:3]([O-:5])=O.[K+].[Cl:7][C:8]1[CH:13]=[CH:12][C:11]([NH:14][C:15]([N:17]2[C@@H:21]([C:22]([NH:24][C:25]3[CH:30]=[CH:29][C:28]([N:31]4[CH2:36][CH2:35][O:34][CH2:33][C:32]4=[O:37])=[CH:27][CH:26]=3)=[O:23])[CH2:20]S[CH2:18]2)=[O:16])=[CH:10][CH:9]=1. Product: [Cl:7][C:8]1[CH:13]=[CH:12][C:11]([NH:14][C:15]([N:17]2[C@@H:21]([C:22]([NH:24][C:25]3[CH:30]=[CH:29][C:28]([N:31]4[CH2:36][CH2:35][O:34][CH2:33][C:32]4=[O:37])=[CH:27][CH:26]=3)=[O:23])[CH2:20][S:3](=[O:5])(=[O:2])[CH2:18]2)=[O:16])=[CH:10][CH:9]=1. The catalyst class is: 72.